Dataset: Reaction yield outcomes from USPTO patents with 853,638 reactions. Task: Predict the reaction yield, written as a fraction of the theoretical maximum amount of product (1.0 means a 100% yield; for example, 0.34 means a 34% yield). (1) The reactants are [Br:1][C:2]1[CH:10]=[CH:9][CH:8]=[C:7]2[C:3]=1[CH2:4][CH2:5][C:6]2=[O:11].[BH4-].[Na+]. The catalyst is C(O)C. The product is [Br:1][C:2]1[CH:10]=[CH:9][CH:8]=[C:7]2[C:3]=1[CH2:4][CH2:5][CH:6]2[OH:11]. The yield is 0.960. (2) The product is [CH3:32][NH:33][C:12]1[CH:11]=[CH:10][C:9]2[C:14](=[CH:15][C:6]([C:4]([O:3][CH2:1][CH3:2])=[O:5])=[CH:7][CH:8]=2)[N:13]=1. The reactants are [CH2:1]([O:3][C:4]([C:6]1[CH:15]=[C:14]2[C:9]([CH:10]=[CH:11][CH:12]=[N+:13]2[O-])=[CH:8][CH:7]=1)=[O:5])[CH3:2].FC(F)(F)S(OS(C(F)(F)F)(=O)=O)(=O)=O.[CH3:32][NH2:33].O1CCCC1. The catalyst is ClCCl. The yield is 0.410. (3) The reactants are [NH2:1][CH2:2][C:3]1[CH:30]=[CH:29][C:6]([CH2:7][N:8]([CH2:21][C:22]2[CH:27]=[CH:26][C:25]([F:28])=[CH:24][CH:23]=2)[S:9]([C:12]2[CH:17]=[C:16]([Cl:18])[CH:15]=[C:14]([Cl:19])[C:13]=2[OH:20])(=[O:11])=[O:10])=[CH:5][CH:4]=1.C(Cl)Cl.[F:34][C:35]1[CH:42]=[CH:41][C:38]([CH:39]=O)=[CH:37][CH:36]=1.[BH4-].[Na+]. The catalyst is C(O)(C)C. The product is [Cl:19][C:14]1[C:13]([OH:20])=[C:12]([S:9]([N:8]([CH2:21][C:22]2[CH:27]=[CH:26][C:25]([F:28])=[CH:24][CH:23]=2)[CH2:7][C:6]2[CH:5]=[CH:4][C:3]([CH2:2][NH:1][CH2:39][C:38]3[CH:41]=[CH:42][C:35]([F:34])=[CH:36][CH:37]=3)=[CH:30][CH:29]=2)(=[O:11])=[O:10])[CH:17]=[C:16]([Cl:18])[CH:15]=1. The yield is 0.570. (4) The reactants are [CH3:1][C:2]1[CH:7]=[CH:6][N:5]=[CH:4][CH:3]=1.C[Si](C)(C)[N-][Si](C)(C)C.[Na+].C([O:25][C:26](=O)[C:27]1[C:32]([F:33])=[CH:31][CH:30]=[C:29]([N:34]([CH2:42][C:43]2[CH:48]=[CH:47][CH:46]=[CH:45][CH:44]=2)[CH2:35][C:36]2[CH:41]=[CH:40][CH:39]=[CH:38][CH:37]=2)[C:28]=1[F:49])C1C=CC=CC=1.[Cl-].[NH4+]. The catalyst is O1CCCC1. The product is [CH2:42]([N:34]([CH2:35][C:36]1[CH:41]=[CH:40][CH:39]=[CH:38][CH:37]=1)[C:29]1[C:28]([F:49])=[C:27]([C:26](=[O:25])[CH2:1][C:2]2[CH:7]=[CH:6][N:5]=[CH:4][CH:3]=2)[C:32]([F:33])=[CH:31][CH:30]=1)[C:43]1[CH:44]=[CH:45][CH:46]=[CH:47][CH:48]=1. The yield is 0.500. (5) The reactants are [CH2:1]([O:3][C:4]1[CH:9]=[CH:8][N+:7]([O-])=[CH:6][CH:5]=1)[CH3:2].CC(OC(C)=O)=[O:13]. No catalyst specified. The product is [CH2:1]([O:3][C:4]1[CH:9]=[CH:8][N:7]=[C:6]([OH:13])[CH:5]=1)[CH3:2]. The yield is 0.720.